From a dataset of Full USPTO retrosynthesis dataset with 1.9M reactions from patents (1976-2016). Predict the reactants needed to synthesize the given product. (1) Given the product [NH2:32][C:30]1[S:31][C:18]([C:16]2[CH:15]=[CH:14][N:13]=[C:12]([NH:11][C:3](=[O:10])[C:4]3[CH:9]=[CH:8][CH:7]=[CH:6][CH:5]=3)[CH:17]=2)=[C:19]([C:21]2[CH:26]=[C:25]([CH3:27])[CH:24]=[C:23]([CH3:28])[CH:22]=2)[N:29]=1, predict the reactants needed to synthesize it. The reactants are: BrBr.[C:3]([NH:11][C:12]1[CH:17]=[C:16]([CH2:18][C:19]([C:21]2[CH:26]=[C:25]([CH3:27])[CH:24]=[C:23]([CH3:28])[CH:22]=2)=O)[CH:15]=[CH:14][N:13]=1)(=[O:10])[C:4]1[CH:9]=[CH:8][CH:7]=[CH:6][CH:5]=1.[NH2:29][C:30]([NH2:32])=[S:31].C(N(CC)CC)C.C(=O)([O-])O.[Na+]. (2) Given the product [CH3:19][C:14]1[CH:15]=[CH:16][CH:17]=[C:18]2[C:13]=1[CH:12]=[C:11]([NH:20][C:21]1[CH:25]=[C:24]([CH3:26])[NH:23][N:22]=1)[N:10]=[C:9]2[O:7][C:1]1[CH:6]=[CH:5][CH:4]=[CH:3][CH:2]=1, predict the reactants needed to synthesize it. The reactants are: [C:1]1([OH:7])[CH:6]=[CH:5][CH:4]=[CH:3][CH:2]=1.Cl[C:9]1[C:18]2[C:13](=[C:14]([CH3:19])[CH:15]=[CH:16][CH:17]=2)[CH:12]=[C:11]([NH:20][C:21]2[CH:25]=[C:24]([CH3:26])[NH:23][N:22]=2)[N:10]=1. (3) Given the product [C:10]([CH:9]([C:6]1[CH:7]=[CH:8][C:3]([O:2][CH3:1])=[CH:4][CH:5]=1)[C:12]1([OH:18])[CH2:17][CH2:16][CH2:15][CH2:14][CH2:13]1)#[N:11], predict the reactants needed to synthesize it. The reactants are: [CH3:1][O:2][C:3]1[CH:8]=[CH:7][C:6]([CH2:9][C:10]#[N:11])=[CH:5][CH:4]=1.[C:12]1(=[O:18])[CH2:17][CH2:16][CH2:15][CH2:14][CH2:13]1.N12CCCN=C1CCCCC2.Cl. (4) Given the product [NH2:16][CH2:15][C@@H:10]1[CH2:11][C@@H:12]([OH:14])[CH2:13][N:9]1[C:7]([C:2]1[CH:3]=[CH:4][CH:5]=[CH:6][C:1]=1[C:27]1[CH:32]=[CH:31][CH:30]=[CH:29][CH:28]=1)=[O:8], predict the reactants needed to synthesize it. The reactants are: [C:1]1([C:27]2[CH:32]=[CH:31][CH:30]=[CH:29][CH:28]=2)[C:2]([C:7]([N:9]2[CH2:13][C@H:12]([OH:14])[CH2:11][C@H:10]2[CH2:15][N:16]2C(=O)C3C(=CC=CC=3)C2=O)=[O:8])=[CH:3][CH:4]=[CH:5][CH:6]=1.O.NN. (5) Given the product [C:13]([CH2:12][CH2:11][N:1]1[CH2:9][CH2:8][N:7]([CH2:11][CH2:12][C:13]([OH:15])=[O:14])[CH2:6][CH2:5][N:4]([CH2:11][CH2:12][C:13]([OH:15])=[O:14])[CH2:3][CH2:2]1)([OH:15])=[O:14], predict the reactants needed to synthesize it. The reactants are: [NH:1]1[CH2:9][CH2:8][NH:7][CH2:6][CH2:5][NH:4][CH2:3][CH2:2]1.Cl[CH2:11][CH2:12][C:13]([OH:15])=[O:14]. (6) Given the product [C:1]([S:5]([C:8]1[C:9]2[S:16][CH:15]=[C:14]([CH:17]3[CH2:18][C@H:19]([OH:27])[C@H:20]([CH2:22][O:23][CH2:24][O:25][CH3:26])[CH2:21]3)[C:10]=2[N:11]=[CH:12][N:13]=1)(=[O:6])=[O:7])([CH3:4])([CH3:3])[CH3:2], predict the reactants needed to synthesize it. The reactants are: [C:1]([S:5]([C:8]1[C:9]2[S:16][CH:15]=[C:14]([C:17]3[CH2:21][C@@H:20]([CH2:22][O:23][CH2:24][O:25][CH3:26])[C@@H:19]([OH:27])[CH:18]=3)[C:10]=2[N:11]=[CH:12][N:13]=1)(=[O:7])=[O:6])([CH3:4])([CH3:3])[CH3:2].